From a dataset of Reaction yield outcomes from USPTO patents with 853,638 reactions. Predict the reaction yield, written as a fraction of the theoretical maximum amount of product (1.0 means a 100% yield; for example, 0.34 means a 34% yield). (1) The reactants are [C:1]([O:5][C:6]([N:8]1[CH2:13][CH2:12][C:11]2[N:14]([CH2:21][C:22]([OH:24])=O)[N:15]=[C:16]([C:17]([F:20])([F:19])[F:18])[C:10]=2[CH2:9]1)=[O:7])([CH3:4])([CH3:3])[CH3:2].[Cl:25][C:26]1[CH:31]=[CH:30][C:29]([CH:32]([NH2:34])[CH3:33])=[CH:28][CH:27]=1.C1C=CC2N(O)N=NC=2C=1.C(N(CC)CC)C.CCN=C=NCCCN(C)C. The catalyst is ClCCl. The product is [Cl:25][C:26]1[CH:31]=[CH:30][C:29]([CH:32]([NH:34][C:22](=[O:24])[CH2:21][N:14]2[C:11]3[CH2:12][CH2:13][N:8]([C:6]([O:5][C:1]([CH3:2])([CH3:3])[CH3:4])=[O:7])[CH2:9][C:10]=3[C:16]([C:17]([F:19])([F:18])[F:20])=[N:15]2)[CH3:33])=[CH:28][CH:27]=1. The yield is 0.530. (2) The reactants are [CH3:1][O:2][C:3](=[O:11])[C:4]1[CH:9]=[CH:8][C:7]([NH2:10])=[N:6][CH:5]=1.[Cl:12][C:13]1[CH:14]=[N:15][CH:16]=[CH:17][C:18]=1[CH:19]=O.C([SiH](CC)CC)C.FC(F)(F)C(O)=O. The catalyst is C(#N)C. The product is [CH3:1][O:2][C:3](=[O:11])[C:4]1[CH:9]=[CH:8][C:7]([NH:10][CH2:19][C:18]2[CH:17]=[CH:16][N:15]=[CH:14][C:13]=2[Cl:12])=[N:6][CH:5]=1. The yield is 0.382. (3) The reactants are [CH2:1]1[C:3]([NH2:7])([C:4]([OH:6])=[O:5])[CH2:2]1.[CH3:8][CH:9]([CH3:28])[C:10]([O:12][CH:13]([O:17][C:18](ON1C(=O)CCC1=O)=[O:19])[CH:14]([CH3:16])[CH3:15])=[O:11]. No catalyst specified. The product is [C:10]([O:12][CH:13]([O:17][C:18]([NH:7][C:3]1([C:4]([OH:6])=[O:5])[CH2:2][CH2:1]1)=[O:19])[CH:14]([CH3:15])[CH3:16])(=[O:11])[CH:9]([CH3:28])[CH3:8]. The yield is 0.510.